Dataset: NCI-60 drug combinations with 297,098 pairs across 59 cell lines. Task: Regression. Given two drug SMILES strings and cell line genomic features, predict the synergy score measuring deviation from expected non-interaction effect. (1) Drug 1: C1CN1C2=NC(=NC(=N2)N3CC3)N4CC4. Drug 2: C1CC(=O)NC(=O)C1N2C(=O)C3=CC=CC=C3C2=O. Cell line: CCRF-CEM. Synergy scores: CSS=36.0, Synergy_ZIP=-1.03, Synergy_Bliss=-4.31, Synergy_Loewe=-41.6, Synergy_HSA=-6.45. (2) Drug 1: CC=C1C(=O)NC(C(=O)OC2CC(=O)NC(C(=O)NC(CSSCCC=C2)C(=O)N1)C(C)C)C(C)C. Drug 2: C1CN(P(=O)(OC1)NCCCl)CCCl. Cell line: UO-31. Synergy scores: CSS=-4.88, Synergy_ZIP=2.06, Synergy_Bliss=0.135, Synergy_Loewe=-2.03, Synergy_HSA=-3.80. (3) Drug 1: CCC1=C2CN3C(=CC4=C(C3=O)COC(=O)C4(CC)O)C2=NC5=C1C=C(C=C5)O. Drug 2: C1=CC=C(C=C1)NC(=O)CCCCCCC(=O)NO. Cell line: NCI-H226. Synergy scores: CSS=14.7, Synergy_ZIP=-7.04, Synergy_Bliss=-6.10, Synergy_Loewe=-28.6, Synergy_HSA=-4.34. (4) Drug 1: CNC(=O)C1=CC=CC=C1SC2=CC3=C(C=C2)C(=NN3)C=CC4=CC=CC=N4. Drug 2: CS(=O)(=O)CCNCC1=CC=C(O1)C2=CC3=C(C=C2)N=CN=C3NC4=CC(=C(C=C4)OCC5=CC(=CC=C5)F)Cl. Cell line: HT29. Synergy scores: CSS=-3.58, Synergy_ZIP=2.26, Synergy_Bliss=-0.0133, Synergy_Loewe=-7.02, Synergy_HSA=-5.65. (5) Drug 2: C1=NNC2=C1C(=O)NC=N2. Synergy scores: CSS=20.4, Synergy_ZIP=-0.205, Synergy_Bliss=-2.09, Synergy_Loewe=-9.49, Synergy_HSA=-1.70. Drug 1: CC1=C(C(CCC1)(C)C)C=CC(=CC=CC(=CC(=O)O)C)C. Cell line: SF-539. (6) Drug 1: CC1=C2C(C(=O)C3(C(CC4C(C3C(C(C2(C)C)(CC1OC(=O)C(C(C5=CC=CC=C5)NC(=O)OC(C)(C)C)O)O)OC(=O)C6=CC=CC=C6)(CO4)OC(=O)C)OC)C)OC. Drug 2: C1=NC2=C(N=C(N=C2N1C3C(C(C(O3)CO)O)F)Cl)N. Cell line: M14. Synergy scores: CSS=45.2, Synergy_ZIP=-3.48, Synergy_Bliss=-4.32, Synergy_Loewe=-5.98, Synergy_HSA=-0.769. (7) Drug 1: CN(C)N=NC1=C(NC=N1)C(=O)N. Drug 2: CCC1=C2CN3C(=CC4=C(C3=O)COC(=O)C4(CC)O)C2=NC5=C1C=C(C=C5)O. Cell line: SK-MEL-5. Synergy scores: CSS=27.0, Synergy_ZIP=-3.77, Synergy_Bliss=3.77, Synergy_Loewe=-16.2, Synergy_HSA=1.75. (8) Drug 1: C1=C(C(=O)NC(=O)N1)N(CCCl)CCCl. Drug 2: C1=CC(=CC=C1C#N)C(C2=CC=C(C=C2)C#N)N3C=NC=N3. Cell line: NCI-H322M. Synergy scores: CSS=2.10, Synergy_ZIP=-0.168, Synergy_Bliss=-0.785, Synergy_Loewe=-0.343, Synergy_HSA=-2.29.